From a dataset of Catalyst prediction with 721,799 reactions and 888 catalyst types from USPTO. Predict which catalyst facilitates the given reaction. (1) Reactant: [C:1]([C:5]1[CH:10]=[CH:9][C:8]([OH:11])=[C:7]([N+:12]([O-:14])=[O:13])[CH:6]=1)([CH3:4])([CH3:3])[CH3:2].[NH:15]1[CH2:20][CH2:19][O:18][CH2:17][CH2:16]1.[CH2:21]=O. Product: [C:1]([C:5]1[CH:6]=[C:7]([N+:12]([O-:14])=[O:13])[C:8]([OH:11])=[C:9]([CH2:21][N:15]2[CH2:20][CH2:19][O:18][CH2:17][CH2:16]2)[CH:10]=1)([CH3:4])([CH3:2])[CH3:3]. The catalyst class is: 8. (2) Reactant: [NH2:1][C:2]1[CH:7]=[CH:6][C:5]([Cl:8])=[CH:4][C:3]=1[C:9]([C:11]1[CH:12]=[N:13][C:14]([CH3:17])=[CH:15][CH:16]=1)=[O:10].[Br:18][C:19]1[CH:24]=[CH:23][C:22]([S:25](Cl)(=[O:27])=[O:26])=[CH:21][C:20]=1[F:29]. Product: [Br:18][C:19]1[CH:24]=[CH:23][C:22]([S:25]([NH:1][C:2]2[CH:7]=[CH:6][C:5]([Cl:8])=[CH:4][C:3]=2[C:9]([C:11]2[CH:12]=[N:13][C:14]([CH3:17])=[CH:15][CH:16]=2)=[O:10])(=[O:27])=[O:26])=[CH:21][C:20]=1[F:29]. The catalyst class is: 17. (3) Reactant: [O:1]1[CH:5]=[CH:4][C:3]([CH:6]=[C:7]2[C:12](=[O:13])[CH:11]3[CH2:14][CH2:15][N:8]2[CH2:9][CH2:10]3)=[CH:2]1. Product: [O:1]1[CH2:5][CH2:4][CH:3]([CH2:6][CH:7]2[C:12](=[O:13])[CH:11]3[CH2:10][CH2:9][N:8]2[CH2:15][CH2:14]3)[CH2:2]1. The catalyst class is: 19.